From a dataset of hERG Central: cardiac toxicity at 1µM, 10µM, and general inhibition. Predict hERG channel inhibition at various concentrations. (1) The molecule is CCN1CCN(c2ccc(N3CCN(S(=O)(=O)c4cc([N+](=O)[O-])ccc4C)CC3)nn2)CC1. Results: hERG_inhib (hERG inhibition (general)): blocker. (2) The drug is O=C(Nc1ccccc1N1CCN(C(=O)c2ccc(Cl)cc2)CC1)c1cccc([N+](=O)[O-])c1. Results: hERG_inhib (hERG inhibition (general)): blocker. (3) The drug is CCc1ccc(S(=O)(=O)N2c3ccc(C)cc3C3CN(C)CCC32)cc1. Results: hERG_inhib (hERG inhibition (general)): blocker.